Dataset: Full USPTO retrosynthesis dataset with 1.9M reactions from patents (1976-2016). Task: Predict the reactants needed to synthesize the given product. (1) Given the product [CH3:15][O:16][C:17]1[CH:24]=[CH:23][C:20]([CH2:21][N:22]2[C:10]([CH3:13])=[N:11][N:12]=[C:8]2[C:5]2[CH:6]=[CH:7][C:2]([CH3:1])=[C:3]([OH:14])[CH:4]=2)=[CH:19][CH:18]=1, predict the reactants needed to synthesize it. The reactants are: [CH3:1][C:2]1[CH:7]=[CH:6][C:5]([C:8]2O[C:10]([CH3:13])=[N:11][N:12]=2)=[CH:4][C:3]=1[OH:14].[CH3:15][O:16][C:17]1[CH:24]=[CH:23][C:20]([CH2:21][NH2:22])=[CH:19][CH:18]=1. (2) Given the product [ClH:12].[Br:1][C:2]1[CH:3]=[CH:4][C:5]([CH2:8][Cl:12])=[N:6][CH:7]=1, predict the reactants needed to synthesize it. The reactants are: [Br:1][C:2]1[CH:3]=[CH:4][C:5]([CH2:8]O)=[N:6][CH:7]=1.S(Cl)([Cl:12])=O. (3) Given the product [Cl:1][C:2]1[C:3]([C:16]2[CH:17]=[CH:18][C:19]3[C:20]4[C:28]([CH:29]5[CH2:31][CH2:30]5)=[N:27][NH:26][C:21]=4[N:22]=[CH:23][C:24]=3[CH:25]=2)=[C:4]([F:15])[CH:5]=[CH:6][C:7]=1[NH:8][S:9]([CH2:12][CH2:13][CH3:14])(=[O:10])=[O:11], predict the reactants needed to synthesize it. The reactants are: [Cl:1][C:2]1[C:7]([NH:8][S:9]([CH2:12][CH2:13][CH3:14])(=[O:11])=[O:10])=[CH:6][CH:5]=[C:4]([F:15])[C:3]=1[C:16]1[CH:17]=[CH:18][C:19]2[C:20]3[C:28]([CH:29]4[CH2:31][CH2:30]4)=[N:27][N:26](C(OC(C)(C)C)=O)[C:21]=3[N:22]=[CH:23][C:24]=2[CH:25]=1.C(O)(C(F)(F)F)=O. (4) Given the product [CH3:8][O:9][CH2:10][O:7][C:1]1[CH:6]=[CH:5][CH:4]=[CH:3][CH:2]=1, predict the reactants needed to synthesize it. The reactants are: [C:1]1([OH:7])[CH:6]=[CH:5][CH:4]=[CH:3][CH:2]=1.[CH3:8][O:9][CH2:10]Cl.C(N(C(C)C)CC)(C)C.